From a dataset of Buchwald-Hartwig C-N cross coupling reaction yields with 55,370 reactions. Predict the reaction yield, written as a fraction of the theoretical maximum amount of product (1.0 means a 100% yield; for example, 0.34 means a 34% yield). (1) The reactants are COc1ccc(Cl)cc1.Cc1ccc(N)cc1.O=S(=O)(O[Pd]1c2ccccc2-c2ccccc2N~1)C(F)(F)F.COc1ccc(OC)c(P(C(C)(C)C)C(C)(C)C)c1-c1c(C(C)C)cc(C(C)C)cc1C(C)C.CCN=P(N=P(N(C)C)(N(C)C)N(C)C)(N(C)C)N(C)C.Cc1cc(-n2cccc2)no1. No catalyst specified. The product is COc1ccc(Nc2ccc(C)cc2)cc1. The yield is 0.00338. (2) The reactants are Clc1cccnc1.Cc1ccc(N)cc1.O=S(=O)(O[Pd]1c2ccccc2-c2ccccc2N~1)C(F)(F)F.CC(C)c1cc(C(C)C)c(-c2ccccc2P(C2CCCCC2)C2CCCCC2)c(C(C)C)c1.CN1CCCN2CCCN=C12.c1ccc2oncc2c1. No catalyst specified. The product is Cc1ccc(Nc2cccnc2)cc1. The yield is 0.0554.